Dataset: Forward reaction prediction with 1.9M reactions from USPTO patents (1976-2016). Task: Predict the product of the given reaction. (1) Given the reactants Br[C:2]1[S:22][C:5]2=[N:6][C:7]([CH3:21])=[CH:8][C:9]([NH:10][S:11]([C:14]3[CH:19]=[CH:18][CH:17]=[C:16]([Cl:20])[CH:15]=3)(=[O:13])=[O:12])=[C:4]2[C:3]=1[CH3:23].[CH:24]1[C:33]2[C:28](=[CH:29][CH:30]=[CH:31][CH:32]=2)[C:27](B(O)O)=[CH:26][N:25]=1.C(=O)([O-])[O-].[K+].[K+], predict the reaction product. The product is: [Cl:20][C:16]1[CH:15]=[C:14]([S:11]([NH:10][C:9]2[CH:8]=[C:7]([CH3:21])[N:6]=[C:5]3[S:22][C:2]([C:27]4[C:28]5[C:33](=[CH:32][CH:31]=[CH:30][CH:29]=5)[CH:24]=[N:25][CH:26]=4)=[C:3]([CH3:23])[C:4]=23)(=[O:13])=[O:12])[CH:19]=[CH:18][CH:17]=1. (2) Given the reactants [Cl:1][C:2]1[CH:3]=[C:4]([CH:24]=[CH:25][C:26]=1[S:27][C:28]1[NH:29][CH:30]=[CH:31][N:32]=1)[NH:5][C:6]1[C:15]2[C:10](=[CH:11][CH:12]=[CH:13][C:14]=2[O:16][CH:17]2[CH2:22][CH2:21][N:20]([CH3:23])[CH2:19][CH2:18]2)[N:9]=[CH:8][N:7]=1.Cl[CH2:34][C:35]([N:37]([CH2:40][CH3:41])[CH2:38][CH3:39])=[O:36], predict the reaction product. The product is: [Cl:1][C:2]1[CH:3]=[C:4]([CH:24]=[CH:25][C:26]=1[S:27][C:28]1[N:32]([CH2:34][C:35](=[O:36])[N:37]([CH2:40][CH3:41])[CH2:38][CH3:39])[CH:31]=[CH:30][N:29]=1)[NH:5][C:6]1[C:15]2[C:10](=[CH:11][CH:12]=[CH:13][C:14]=2[O:16][CH:17]2[CH2:22][CH2:21][N:20]([CH3:23])[CH2:19][CH2:18]2)[N:9]=[CH:8][N:7]=1. (3) Given the reactants [I:1][C:2]1[CH:3]=[C:4]([CH:6]=[CH:7][CH:8]=1)[NH2:5].[Br:9]C1C(=O)C(Br)=CC(Br)(Br)C=1.[OH-].[Na+], predict the reaction product. The product is: [Br:9][C:8]1[CH:7]=[CH:6][C:4]([NH2:5])=[CH:3][C:2]=1[I:1].